Dataset: Peptide-MHC class I binding affinity with 185,985 pairs from IEDB/IMGT. Task: Regression. Given a peptide amino acid sequence and an MHC pseudo amino acid sequence, predict their binding affinity value. This is MHC class I binding data. (1) The peptide sequence is CYGSLPQEHI. The MHC is Patr-A0901 with pseudo-sequence Patr-A0901. The binding affinity (normalized) is 0.535. (2) The binding affinity (normalized) is 0.0847. The MHC is HLA-A30:02 with pseudo-sequence HLA-A30:02. The peptide sequence is AFDLSFFLK. (3) The peptide sequence is QLSRKEFDLY. The MHC is HLA-A30:02 with pseudo-sequence HLA-A30:02. The binding affinity (normalized) is 0.103. (4) The peptide sequence is IWQWIHHEK. The MHC is HLA-A23:01 with pseudo-sequence HLA-A23:01. The binding affinity (normalized) is 0.521.